From a dataset of Peptide-MHC class I binding affinity with 185,985 pairs from IEDB/IMGT. Regression. Given a peptide amino acid sequence and an MHC pseudo amino acid sequence, predict their binding affinity value. This is MHC class I binding data. (1) The peptide sequence is LPFEKTTIM. The MHC is HLA-B07:02 with pseudo-sequence HLA-B07:02. The binding affinity (normalized) is 0.345. (2) The peptide sequence is KSKPRIHGY. The MHC is HLA-A02:19 with pseudo-sequence HLA-A02:19. The binding affinity (normalized) is 0.0847.